The task is: Binary Classification. Given a drug SMILES string, predict its activity (active/inactive) in a high-throughput screening assay against a specified biological target.. This data is from Choline transporter screen with 302,306 compounds. (1) The drug is Brc1ccc(NS(=O)(=O)c2cc(NC(=O)c3cc4NC(=O)CSc4cc3)ccc2)cc1. The result is 0 (inactive). (2) The drug is Oc1ccc(C2Nc3c4c(N2)cccc4ccc3)cc1. The result is 0 (inactive). (3) The molecule is Clc1cc(CNC=2C3(OC(=O)C2)CCCCC3)ccc1Cl. The result is 0 (inactive). (4) The molecule is s1c(NP(Oc2ccc(cc2)C)(Oc2ccc(cc2)C)=O)ncc1. The result is 0 (inactive). (5) The compound is Clc1cc(NC(=O)c2cc(N3C(=O)C4C(CC=CC4)C3=O)ccc2)ccc1. The result is 0 (inactive). (6) The molecule is Brc1ccc(cc1)/C=N\Nc1ncccc1. The result is 0 (inactive). (7) The drug is S(c1n(c(nn1)CNC(=O)COc1ccc(C(C)C)cc1)CC)CC(=O)Nc1c(ccc(F)c1)C. The result is 0 (inactive). (8) The drug is Brc1cc(c(OCC(=O)N2C(CC(OCC)=O)C(=O)NCC2)cc1)C. The result is 0 (inactive).